From a dataset of Catalyst prediction with 721,799 reactions and 888 catalyst types from USPTO. Predict which catalyst facilitates the given reaction. (1) Reactant: [Br:1][C:2]1[CH:3]=[C:4]2[C:9](=[C:10]([N+:12]([O-])=O)[CH:11]=1)[N:8]([C:15]([O:17]C)=O)[CH2:7][CH2:6][CH2:5]2.C(OCC)(=O)C. Product: [Br:1][C:2]1[CH:3]=[C:4]2[C:9]3=[C:10]([NH:12][C:15](=[O:17])[N:8]3[CH2:7][CH2:6][CH2:5]2)[CH:11]=1. The catalyst class is: 15. (2) Reactant: F[C:2]1[CH:9]=[C:8]([C:10]([F:13])([F:12])[F:11])[CH:7]=[CH:6][C:3]=1[C:4]#[N:5].O1CCCC1.[CH3:19][NH:20][CH3:21].C(OCC)(=O)C. Product: [CH3:19][N:20]([CH3:21])[C:2]1[CH:9]=[C:8]([C:10]([F:13])([F:12])[F:11])[CH:7]=[CH:6][C:3]=1[C:4]#[N:5]. The catalyst class is: 6. (3) Reactant: [NH2:1][C:2]1[CH:3]=[CH:4][C:5]([CH:13]2[CH2:18][CH2:17][C:16](=[O:19])[CH2:15][CH2:14]2)=[C:6]2[C:10]=1[C:9](=[O:11])[N:8]([CH3:12])[CH2:7]2.[BH4-].[Na+]. Product: [NH2:1][C:2]1[CH:3]=[CH:4][C:5]([C@H:13]2[CH2:18][CH2:17][C@@H:16]([OH:19])[CH2:15][CH2:14]2)=[C:6]2[C:10]=1[C:9](=[O:11])[N:8]([CH3:12])[CH2:7]2. The catalyst class is: 5. (4) Reactant: [CH3:1][C:2]1[CH:7]=[CH:6][C:5]([OH:8])=[C:4]([C:9]2[CH:14]=[CH:13][N:12]=[CH:11][CH:10]=2)[CH:3]=1.[F:15][C:16]([F:29])([F:28])[S:17](O[S:17]([C:16]([F:29])([F:28])[F:15])(=[O:19])=[O:18])(=[O:19])=[O:18]. Product: [CH3:1][C:2]1[CH:7]=[CH:6][C:5]([O:8][S:17]([C:16]([F:29])([F:28])[F:15])(=[O:19])=[O:18])=[C:4]([C:9]2[CH:10]=[CH:11][N:12]=[CH:13][CH:14]=2)[CH:3]=1. The catalyst class is: 17.